From a dataset of Reaction yield outcomes from USPTO patents with 853,638 reactions. Predict the reaction yield, written as a fraction of the theoretical maximum amount of product (1.0 means a 100% yield; for example, 0.34 means a 34% yield). (1) The reactants are [CH2:1]([O:3][C:4](=[O:17])[C:5]([C:14](=[O:16])[CH3:15])=[CH:6][CH2:7][CH:8]1[CH2:13][CH2:12][CH2:11][CH2:10][CH2:9]1)[CH3:2].C1C(=O)N(Br)C(=O)C1. The catalyst is C(Cl)(Cl)(Cl)Cl. The product is [CH2:1]([O:3][C:4]([C:5]1[CH:6]=[C:7]([CH:8]2[CH2:13][CH2:12][CH2:11][CH2:10][CH2:9]2)[O:16][C:14]=1[CH3:15])=[O:17])[CH3:2]. The yield is 0.770. (2) The reactants are [C:1]([O:9][C@H:10]1[C@H:14]([F:15])[C@H:13]([N:16]2[CH:21]=[CH:20][C:19]([NH:22][C:23](=[O:30])[C:24]3[CH:29]=[CH:28][CH:27]=[CH:26][CH:25]=3)=[N:18][C:17]2=[O:31])[O:12][C@@H:11]1[CH2:32]O)(=[O:8])[C:2]1[CH:7]=[CH:6][CH:5]=[CH:4][CH:3]=1.C(Br)(Br)(Br)[Br:35].C1C=CC(P(C2C=CC=CC=2)C2C=CC=CC=2)=CC=1. The catalyst is C(Cl)Cl. The product is [C:1]([O:9][C@H:10]1[C@H:14]([F:15])[C@H:13]([N:16]2[CH:21]=[CH:20][C:19]([NH:22][C:23](=[O:30])[C:24]3[CH:29]=[CH:28][CH:27]=[CH:26][CH:25]=3)=[N:18][C:17]2=[O:31])[O:12][C@@H:11]1[CH2:32][Br:35])(=[O:8])[C:2]1[CH:7]=[CH:6][CH:5]=[CH:4][CH:3]=1. The yield is 0.600.